Dataset: Full USPTO retrosynthesis dataset with 1.9M reactions from patents (1976-2016). Task: Predict the reactants needed to synthesize the given product. (1) Given the product [CH:1]1([S:4]([C:7]2[CH:12]=[CH:11][C:10]([CH:13]([C:14]3[NH:44][C:17]([C:19]4[N:20]=[CH:21][C:22]([CH:25]([OH:30])[C:26]([CH3:27])([OH:29])[CH3:28])=[CH:23][CH:24]=4)=[C:16]([CH3:31])[CH:15]=3)[CH2:33][CH:34]3[CH2:39][CH2:38][O:37][CH2:36][CH2:35]3)=[CH:9][CH:8]=2)(=[O:6])=[O:5])[CH2:3][CH2:2]1, predict the reactants needed to synthesize it. The reactants are: [CH:1]1([S:4]([C:7]2[CH:12]=[CH:11][C:10]([CH:13]([CH2:33][CH:34]3[CH2:39][CH2:38][O:37][CH2:36][CH2:35]3)[C:14](=O)[CH2:15][CH:16]([CH3:31])[C:17]([C:19]3[CH:24]=[CH:23][C:22]([CH:25]([OH:30])[C:26]([OH:29])([CH3:28])[CH3:27])=[CH:21][N:20]=3)=O)=[CH:9][CH:8]=2)(=[O:6])=[O:5])[CH2:3][CH2:2]1.C([O-])(=O)C.[NH4+:44]. (2) Given the product [NH2:16][CH:12]1[C:13]2[C:9](=[CH:8][C:7]([CH2:6][C:5]3[CH:4]=[C:3]([CH2:2][OH:1])[CH:29]=[C:28]([C:30]([F:31])([F:32])[F:33])[CH:27]=3)=[CH:15][CH:14]=2)[CH2:10][CH2:11]1, predict the reactants needed to synthesize it. The reactants are: [OH:1][CH2:2][C:3]1[CH:4]=[C:5]([CH:27]=[C:28]([C:30]([F:33])([F:32])[F:31])[CH:29]=1)[CH2:6][C:7]1[CH:8]=[C:9]2[C:13](=[CH:14][CH:15]=1)[CH:12]([NH:16]C(=O)OCC1C=CC=CC=1)[CH2:11][CH2:10]2. (3) Given the product [F:1][C:2]1[CH:3]=[C:4]([N:29]2[CH2:33][C@H:32]([CH2:34][NH:35][C:36](=[O:38])[CH3:37])[O:31][C:30]2=[O:39])[CH:5]=[CH:6][C:7]=1[O:8][C:9]1[CH:10]=[CH:11][C:12]([CH2:15][O:16][C@@H:17]2[CH2:22][O:21][C:20]3=[N:23][C:24]([N+:26]([O-:28])=[O:27])=[CH:25][N:19]3[CH2:18]2)=[CH:13][CH:14]=1, predict the reactants needed to synthesize it. The reactants are: [F:1][C:2]1[CH:3]=[C:4]([N:29]2[CH2:33][CH:32]([CH2:34][NH:35][C:36](=[O:38])[CH3:37])[O:31][C:30]2=[O:39])[CH:5]=[CH:6][C:7]=1[O:8][C:9]1[CH:14]=[CH:13][C:12]([CH2:15][O:16][CH:17]2[CH2:22][O:21][C:20]3=[N:23][C:24]([N+:26]([O-:28])=[O:27])=[CH:25][N:19]3[CH2:18]2)=[CH:11][CH:10]=1.ClCC1C=CC(OC2C=CC(N3CC(CNC(=O)C)OC3=O)=CC=2F)=CC=1. (4) Given the product [Cl:34][C:35]1[C:36]([F:50])=[C:37]([C:42]2[N:43]=[CH:44][N:45]=[C:46]([OH:48])[CH:47]=2)[C:38]([I:41])=[CH:39][CH:40]=1, predict the reactants needed to synthesize it. The reactants are: ClC1C(F)=C(C2N=CN=C(O)C=2)C(F)=CC=1.ClC1C(F)=C(C2C=C(OC)N=CN=2)C(F)=CC=1.[Cl:34][C:35]1[C:36]([F:50])=[C:37]([C:42]2[CH:47]=[C:46]([O:48]C)[N:45]=[CH:44][N:43]=2)[C:38]([I:41])=[CH:39][CH:40]=1. (5) Given the product [Br:1][C:2]1[CH:3]=[C:4]2[N:15]=[C:14]([NH:16][C:32]([NH:31][CH2:29][CH3:30])=[O:33])[S:13][C:5]2=[N:6][C:7]=1[O:8][CH2:9][CH2:10][O:11][CH3:12], predict the reactants needed to synthesize it. The reactants are: [Br:1][C:2]1[CH:3]=[C:4]2[N:15]=[C:14]([NH2:16])[S:13][C:5]2=[N:6][C:7]=1[O:8][CH2:9][CH2:10][O:11][CH3:12].O1CCCC1.C(N(CC)CC)C.[CH2:29]([N:31]=[C:32]=[O:33])[CH3:30].